From a dataset of NCI-60 drug combinations with 297,098 pairs across 59 cell lines. Regression. Given two drug SMILES strings and cell line genomic features, predict the synergy score measuring deviation from expected non-interaction effect. (1) Drug 1: CC=C1C(=O)NC(C(=O)OC2CC(=O)NC(C(=O)NC(CSSCCC=C2)C(=O)N1)C(C)C)C(C)C. Drug 2: CC(C)NC(=O)C1=CC=C(C=C1)CNNC.Cl. Cell line: KM12. Synergy scores: CSS=35.6, Synergy_ZIP=-1.99, Synergy_Bliss=-4.30, Synergy_Loewe=-51.8, Synergy_HSA=-4.67. (2) Drug 1: C1=CC(=CC=C1CCCC(=O)O)N(CCCl)CCCl. Drug 2: C1=CC=C(C=C1)NC(=O)CCCCCCC(=O)NO. Cell line: U251. Synergy scores: CSS=20.3, Synergy_ZIP=-11.4, Synergy_Bliss=-15.7, Synergy_Loewe=-13.3, Synergy_HSA=-12.6. (3) Cell line: SF-539. Drug 1: C1=CC(=CC=C1CCC2=CNC3=C2C(=O)NC(=N3)N)C(=O)NC(CCC(=O)O)C(=O)O. Synergy scores: CSS=32.4, Synergy_ZIP=1.06, Synergy_Bliss=-0.600, Synergy_Loewe=-18.8, Synergy_HSA=-0.171. Drug 2: COCCOC1=C(C=C2C(=C1)C(=NC=N2)NC3=CC=CC(=C3)C#C)OCCOC.Cl. (4) Drug 1: C1=NC2=C(N=C(N=C2N1C3C(C(C(O3)CO)O)F)Cl)N. Drug 2: C1C(C(OC1N2C=NC3=C2NC=NCC3O)CO)O. Cell line: HT29. Synergy scores: CSS=-3.30, Synergy_ZIP=-3.40, Synergy_Bliss=-8.96, Synergy_Loewe=-7.54, Synergy_HSA=-7.48.